Dataset: M1 muscarinic receptor agonist screen with 61,833 compounds. Task: Binary Classification. Given a drug SMILES string, predict its activity (active/inactive) in a high-throughput screening assay against a specified biological target. (1) The result is 0 (inactive). The molecule is S1CCN(CC1)C(=O)c1cc2nnsc2cc1. (2) The drug is s1c(NC(=O)CCC(=O)N(CCOC)CC(=O)NCc2ccccc2)ncc1. The result is 0 (inactive). (3) The drug is O=C(NC1CCCCC1)NC(=O)COC(=O)c1ccc(NC(=O)C)cc1. The result is 0 (inactive). (4) The molecule is S(=O)(=O)(N1CCN(CC1)C(OCC)=O)c1cc(c(F)cc1)C(=O)Nc1c(c(ccc1)C)C. The result is 0 (inactive). (5) The molecule is S(=O)(=O)(N1CC(CCC1)C(=O)Nc1c(OC)ccc(OC)c1)c1c2ncccc2ccc1. The result is 1 (active).